This data is from Reaction yield outcomes from USPTO patents with 853,638 reactions. The task is: Predict the reaction yield, written as a fraction of the theoretical maximum amount of product (1.0 means a 100% yield; for example, 0.34 means a 34% yield). The product is [C:44]1([S:50][C:2]2[C:10]3[C:5](=[N:6][CH:7]=[C:8]([C:11]4[CH:12]=[C:13]([OH:17])[CH:14]=[CH:15][CH:16]=4)[CH:9]=3)[NH:4][CH:3]=2)[CH:49]=[CH:48][CH:47]=[CH:46][CH:45]=1. The catalyst is [Cu]I.C(O)(C)C. The yield is 0.170. The reactants are I[C:2]1[C:10]2[C:5](=[N:6][CH:7]=[C:8]([C:11]3[CH:12]=[C:13]([O:17]S(C4C=CC(C)=CC=4)(=O)=O)[CH:14]=[CH:15][CH:16]=3)[CH:9]=2)[N:4](S(C2C=CC(C)=CC=2)(=O)=O)[CH:3]=1.C(=O)([O-])[O-].[K+].[K+].[C:44]1([SH:50])[CH:49]=[CH:48][CH:47]=[CH:46][CH:45]=1.C(O)CO.[OH-].[K+].Cl.